This data is from Forward reaction prediction with 1.9M reactions from USPTO patents (1976-2016). The task is: Predict the product of the given reaction. (1) Given the reactants FC(F)(F)S(OC1CCC(C([O:15][C:16]([CH3:19])([CH3:18])[CH3:17])=O)CC=1)(=O)=O.[CH3:22][Si:23]([C:26]#[CH:27])([CH3:25])[CH3:24].CC[N:30]([CH2:33][CH3:34])[CH2:31]C.[CH2:35]1[CH2:39]O[CH2:37][CH2:36]1.CC[O:42]C(C)=O, predict the reaction product. The product is: [CH3:22][Si:23]([CH3:25])([CH3:24])[C:26]#[C:27][C:35]1[CH2:39][CH2:34][CH:33]([NH:30][C:31](=[O:42])[O:15][C:16]([CH3:19])([CH3:18])[CH3:17])[CH2:37][CH:36]=1. (2) Given the reactants F[C:2]1[CH:7]=[CH:6][C:5]([N:8]2[CH2:12][CH2:11][N:10]([C:13]3[CH:14]=[N:15][CH:16]=[CH:17][C:18]=3[CH3:19])[C:9]2=[O:20])=[CH:4][C:3]=1[C:21](=[N:23][OH:24])[CH3:22].[H-].[Na+].CO, predict the reaction product. The product is: [CH3:22][C:21]1[C:3]2[CH:4]=[C:5]([N:8]3[CH2:12][CH2:11][N:10]([C:13]4[CH:14]=[N:15][CH:16]=[CH:17][C:18]=4[CH3:19])[C:9]3=[O:20])[CH:6]=[CH:7][C:2]=2[O:24][N:23]=1. (3) Given the reactants [CH3:1][O:2][C:3](=[O:33])[C:4]1[CH:9]=[C:8]([O:10][C:11]2[CH:16]=[CH:15][C:14]([N+:17]([O-])=O)=[C:13]([O:20][CH3:21])[CH:12]=2)[CH:7]=[CH:6][C:5]=1[NH:22][S:23]([C:26]1[CH:31]=[CH:30][C:29]([CH3:32])=[CH:28][CH:27]=1)(=[O:25])=[O:24].[H][H], predict the reaction product. The product is: [CH3:1][O:2][C:3](=[O:33])[C:4]1[CH:9]=[C:8]([O:10][C:11]2[CH:16]=[CH:15][C:14]([NH2:17])=[C:13]([O:20][CH3:21])[CH:12]=2)[CH:7]=[CH:6][C:5]=1[NH:22][S:23]([C:26]1[CH:27]=[CH:28][C:29]([CH3:32])=[CH:30][CH:31]=1)(=[O:25])=[O:24]. (4) Given the reactants B(Br)(Br)Br.[F:5][C:6]1[CH:11]=[CH:10][C:9]([C:12]2[CH:13]=[C:14]3[C:19](=[C:20]([O:22]C)[CH:21]=2)[N:18]=[CH:17][NH:16][C:15]3=[O:24])=[CH:8][CH:7]=1.CO, predict the reaction product. The product is: [F:5][C:6]1[CH:7]=[CH:8][C:9]([C:12]2[CH:13]=[C:14]3[C:19](=[C:20]([OH:22])[CH:21]=2)[N:18]=[CH:17][NH:16][C:15]3=[O:24])=[CH:10][CH:11]=1.